From a dataset of Full USPTO retrosynthesis dataset with 1.9M reactions from patents (1976-2016). Predict the reactants needed to synthesize the given product. Given the product [C:10]([O-:13])(=[O:12])[CH3:11].[CH:1]([NH+:4]([CH2:5][CH3:6])[CH:7]([CH3:9])[CH3:8])([CH3:3])[CH3:2], predict the reactants needed to synthesize it. The reactants are: [CH:1]([N:4]([CH:7]([CH3:9])[CH3:8])[CH2:5][CH3:6])([CH3:3])[CH3:2].[C:10]([OH:13])(=[O:12])[CH3:11].